This data is from Forward reaction prediction with 1.9M reactions from USPTO patents (1976-2016). The task is: Predict the product of the given reaction. (1) Given the reactants [CH2:1]1[C:13]2[NH:12][C:11]3[C:6](=[CH:7][CH:8]=[CH:9][CH:10]=3)[C:5]=2[C:4](=[O:14])[CH2:3][CH2:2]1.F[C:16]1[CH:21]=[CH:20][C:19]([N+:22]([O-:24])=[O:23])=[CH:18][C:17]=1[Cl:25].C([O-])([O-])=O.[Cs+].[Cs+], predict the reaction product. The product is: [Cl:25][C:17]1[CH:18]=[C:19]([N+:22]([O-:24])=[O:23])[CH:20]=[CH:21][C:16]=1[N:12]1[C:13]2[CH2:1][CH2:2][CH2:3][C:4](=[O:14])[C:5]=2[C:6]2[C:11]1=[CH:10][CH:9]=[CH:8][CH:7]=2. (2) Given the reactants [Cl:1][C:2]1[CH:3]=[C:4]([OH:8])[CH:5]=[CH:6][CH:7]=1.CN(C)C=O.C(=O)([O-])[O-].[K+].[K+].Cl[CH2:21][C:22]1[CH:32]=[CH:31][CH:30]=[CH:29][C:23]=1[C:24]([Cl:28])=[N:25][O:26][CH3:27], predict the reaction product. The product is: [Cl:1][C:2]1[CH:3]=[C:4]([CH:5]=[CH:6][CH:7]=1)[O:8][CH2:21][C:22]1[CH:32]=[CH:31][CH:30]=[CH:29][C:23]=1[C:24]([Cl:28])=[N:25][O:26][CH3:27].